Dataset: Forward reaction prediction with 1.9M reactions from USPTO patents (1976-2016). Task: Predict the product of the given reaction. (1) Given the reactants [CH:1]1([Mg]Cl)[CH2:6][CH2:5][CH2:4][CH2:3][CH2:2]1.[NH2:9][C:10]1[CH:17]=[CH:16][CH:15]=[CH:14][C:11]=1[C:12]#[N:13].Cl[C:19](OC)=[O:20], predict the reaction product. The product is: [CH:1]1([C:12]2[C:11]3[C:10](=[CH:17][CH:16]=[CH:15][CH:14]=3)[NH:9][C:19](=[O:20])[N:13]=2)[CH2:6][CH2:5][CH2:4][CH2:3][CH2:2]1. (2) Given the reactants Cl[C:2]1[N:7]=[C:6]([S:8][CH2:9][CH3:10])[C:5]([C:11]([NH:13][CH2:14][C:15]2[CH:20]=[CH:19][CH:18]=[C:17]([F:21])[CH:16]=2)=[O:12])=[C:4]([CH3:22])[CH:3]=1.[CH3:23][O:24][CH:25]1[CH2:28][NH:27][CH2:26]1.C([O-])([O-])=O.[Cs+].[Cs+], predict the reaction product. The product is: [CH2:9]([S:8][C:6]1[C:5]([C:11]([NH:13][CH2:14][C:15]2[CH:20]=[CH:19][CH:18]=[C:17]([F:21])[CH:16]=2)=[O:12])=[C:4]([CH3:22])[CH:3]=[C:2]([N:27]2[CH2:28][CH:25]([O:24][CH3:23])[CH2:26]2)[N:7]=1)[CH3:10]. (3) Given the reactants [C:1]([C:3]1[CH:8]=[CH:7][CH:6]=[CH:5][C:4]=1[C:9]1[CH:10]=[CH:11][C:12](/[CH:15]=[CH:16]/[C@@H:17]2[C@H:25]3[C@:21]([C:28]([NH2:30])=[O:29])([C:22](=[O:27])[O:23][C@@H:24]3[CH3:26])[CH2:20][C:19]([F:32])([F:31])[C@H:18]2[CH3:33])=[N:13][CH:14]=1)#[N:2].[NH2:34]N, predict the reaction product. The product is: [C:1]([C:3]1[CH:8]=[CH:7][CH:6]=[CH:5][C:4]=1[C:9]1[CH:10]=[CH:11][C:12](/[CH:15]=[CH:16]/[C@@H:17]2[C@H:25]3[C@:21]([C:28]([NH:30][NH2:34])=[O:29])([C:22](=[O:27])[O:23][C@@H:24]3[CH3:26])[CH2:20][C:19]([F:32])([F:31])[C@H:18]2[CH3:33])=[N:13][CH:14]=1)#[N:2]. (4) Given the reactants C([O:8][C:9]1[CH:17]=[CH:16][C:15]2[N:14]3[CH2:18][CH2:19][C@H:20]([CH2:21][C:22]([O:24][C:25]([CH3:28])([CH3:27])[CH3:26])=[O:23])[C:13]3=[CH:12][C:11]=2[CH:10]=1)C1C=CC=CC=1.C([O-])=O.[NH4+], predict the reaction product. The product is: [OH:8][C:9]1[CH:17]=[CH:16][C:15]2[N:14]3[CH2:18][CH2:19][C@H:20]([CH2:21][C:22]([O:24][C:25]([CH3:28])([CH3:27])[CH3:26])=[O:23])[C:13]3=[CH:12][C:11]=2[CH:10]=1.